This data is from Catalyst prediction with 721,799 reactions and 888 catalyst types from USPTO. The task is: Predict which catalyst facilitates the given reaction. (1) Reactant: [F:1][C:2]1([F:35])[CH2:8][N:7]([CH2:9][CH2:10][C:11]2[CH:16]=[CH:15][CH:14]=[CH:13][CH:12]=2)[C:6]2[N:17]=[C:18]([NH:21][C:22]3[CH:30]=[CH:29][C:25]([C:26]([OH:28])=O)=[CH:24][C:23]=3[O:31][CH3:32])[N:19]=[CH:20][C:5]=2[N:4]([CH3:33])[C:3]1=[O:34].[CH2:36]([N:38](C(C)C)C(C)C)C.Cl.CN. Product: [F:1][C:2]1([F:35])[CH2:8][N:7]([CH2:9][CH2:10][C:11]2[CH:16]=[CH:15][CH:14]=[CH:13][CH:12]=2)[C:6]2[N:17]=[C:18]([NH:21][C:22]3[CH:30]=[CH:29][C:25]([C:26]([NH:38][CH3:36])=[O:28])=[CH:24][C:23]=3[O:31][CH3:32])[N:19]=[CH:20][C:5]=2[N:4]([CH3:33])[C:3]1=[O:34]. The catalyst class is: 9. (2) Reactant: [CH:1]([C@H:14]1[N:19]2[CH2:20][CH2:21][N:22](C(=O)C(F)(F)F)[CH2:23][C@H:18]2[CH2:17][N:16]([CH2:30][C:31]2[C:32]([O:46][CH3:47])=[N:33][C:34]([O:43][CH2:44][CH3:45])=[N:35][C:36]=2[O:37][CH2:38][C:39]([F:42])([F:41])[F:40])[CH2:15]1)([C:8]1[CH:13]=[CH:12][CH:11]=[CH:10][CH:9]=1)[C:2]1[CH:7]=[CH:6][CH:5]=[CH:4][CH:3]=1.C(=O)([O-])[O-].[K+].[K+]. Product: [CH:1]([C@H:14]1[N:19]2[CH2:20][CH2:21][NH:22][CH2:23][C@H:18]2[CH2:17][N:16]([CH2:30][C:31]2[C:32]([O:46][CH3:47])=[N:33][C:34]([O:43][CH2:44][CH3:45])=[N:35][C:36]=2[O:37][CH2:38][C:39]([F:40])([F:41])[F:42])[CH2:15]1)([C:2]1[CH:3]=[CH:4][CH:5]=[CH:6][CH:7]=1)[C:8]1[CH:13]=[CH:12][CH:11]=[CH:10][CH:9]=1. The catalyst class is: 5. (3) Reactant: [NH2:1][C:2]1[C:3]2[S:10][CH:9]=[C:8]([C:11]3[CH:16]=[CH:15][C:14]([CH2:17][CH2:18]C(OC)=O)=[CH:13][CH:12]=3)[C:4]=2[N:5]=[CH:6][N:7]=1.[Cl:23][C:24]1[CH:25]=[C:26]([N:30]=[C:31]=[O:32])[CH:27]=[CH:28][CH:29]=1.[CH3:33][OH:34].[OH-:35].[Na+]. Product: [Cl:23][C:24]1[CH:25]=[C:26]([NH:30][C:31](=[O:32])[NH:1][C:2]2[C:3]3[S:10][CH:9]=[C:8]([C:11]4[CH:12]=[CH:13][C:14]([CH:17]([CH3:18])[C:33]([OH:35])=[O:34])=[CH:15][CH:16]=4)[C:4]=3[N:5]=[CH:6][N:7]=2)[CH:27]=[CH:28][CH:29]=1. The catalyst class is: 30. (4) Reactant: Cl[C:2]1[CH:3]=[CH:4][C:5]2[N:6]([C:8]([C:11]([C:13]3[CH:14]=[C:15]4[C:20](=[CH:21][CH:22]=3)[N:19]=[CH:18][CH:17]=[CH:16]4)=[O:12])=[CH:9][N:10]=2)[N:7]=1.[C:23]1(B(O)O)[CH:28]=[CH:27][CH:26]=[CH:25][CH:24]=1.C(=O)([O-])[O-].[Cs+].[Cs+].O1CCOCC1.O. Product: [C:23]1([C:2]2[CH:3]=[CH:4][C:5]3[N:6]([C:8]([C:11]([C:13]4[CH:14]=[C:15]5[C:20](=[CH:21][CH:22]=4)[N:19]=[CH:18][CH:17]=[CH:16]5)=[O:12])=[CH:9][N:10]=3)[N:7]=2)[CH:28]=[CH:27][CH:26]=[CH:25][CH:24]=1. The catalyst class is: 462. (5) Reactant: [Br:1][C:2]1[CH:8]=[C:7]([CH3:9])[C:5](N)=[C:4]([CH3:10])[CH:3]=1.S(=O)(=O)(O)O.N([O-])=O.[Na+].[I-:20].[K+]. Product: [Br:1][C:2]1[CH:8]=[C:7]([CH3:9])[C:5]([I:20])=[C:4]([CH3:10])[CH:3]=1. The catalyst class is: 6. (6) Reactant: [CH3:1][C:2]1[N:7]=[C:6]([NH2:8])[C:5]([NH2:9])=[CH:4][CH:3]=1.[Br:10][C:11]1[CH:12]=[C:13]([CH:16]=[CH:17][CH:18]=1)[CH:14]=O.C(N(CC)CC)C.C(O[BH-](OC(=O)C)OC(=O)C)(=O)C.[Na+]. Product: [Br:10][C:11]1[CH:12]=[C:13]([CH:16]=[CH:17][CH:18]=1)[CH2:14][NH:9][C:5]1[C:6]([NH2:8])=[N:7][C:2]([CH3:1])=[CH:3][CH:4]=1. The catalyst class is: 2. (7) Reactant: [CH2:1]([C:8]12[CH2:23][CH2:22][C:21](=[O:24])[CH:20]=[C:9]1[CH2:10][CH2:11][CH2:12][C:13]1[CH:18]=[C:17]([OH:19])[CH:16]=[CH:15][C:14]=12)[C:2]1[CH:7]=[CH:6][CH:5]=[CH:4][CH:3]=1.C1C=CC(N([S:32]([C:35]([F:38])([F:37])[F:36])(=[O:34])=[O:33])[S:32]([C:35]([F:38])([F:37])[F:36])(=[O:34])=[O:33])=CC=1.CCN(C(C)C)C(C)C. Product: [CH2:1]([C:8]12[CH2:23][CH2:22][C:21](=[O:24])[CH:20]=[C:9]1[CH2:10][CH2:11][CH2:12][C:13]1[CH:18]=[C:17]([O:19][S:32]([C:35]([F:38])([F:37])[F:36])(=[O:34])=[O:33])[CH:16]=[CH:15][C:14]2=1)[C:2]1[CH:3]=[CH:4][CH:5]=[CH:6][CH:7]=1. The catalyst class is: 2.